Predict the product of the given reaction. From a dataset of Forward reaction prediction with 1.9M reactions from USPTO patents (1976-2016). (1) The product is: [CH3:11][N:10]1[CH2:8][CH2:2][CH2:3][CH2:4]1.[NH2:1][C@:2]([O:42][CH2:43][CH:44]=[CH2:45])([C:8]([NH:10][C@@H:11]([C:18]([NH:20][CH2:21][C:22]([NH2:24])=[O:23])=[O:19])[CH2:12][O:13][C:14]([CH3:15])([CH3:16])[CH3:17])=[O:9])[CH2:3][CH2:4][C:5](=[O:6])[OH:7]. Given the reactants [NH2:1][C@:2]([O:42][CH2:43][CH:44]=[CH2:45])([C:8]([NH:10][C@@H:11]([C:18]([NH:20][CH2:21][C:22]([NH:24]C(OCC1C2C(=CC=CC=2)C2C1=CC=CC=2)=O)=[O:23])=[O:19])[CH2:12][O:13][C:14]([CH3:17])([CH3:16])[CH3:15])=[O:9])[CH2:3][CH2:4][C:5](=[O:7])[OH:6], predict the reaction product. (2) Given the reactants [F:1][C:2]1[CH:3]=[CH:4][C:5]([N+:10]([O-])=O)=[C:6]([O:8][CH3:9])[CH:7]=1, predict the reaction product. The product is: [F:1][C:2]1[CH:3]=[CH:4][C:5]([NH2:10])=[C:6]([O:8][CH3:9])[CH:7]=1. (3) Given the reactants [Br:1][C:2]1[CH:7]=[CH:6][C:5]([SH:8])=[CH:4][CH:3]=1.[CH:9]1(Br)[CH2:13][CH2:12][CH2:11][CH2:10]1.C(=O)([O-])[O-].[K+].[K+], predict the reaction product. The product is: [CH:9]1([S:8][C:5]2[CH:6]=[CH:7][C:2]([Br:1])=[CH:3][CH:4]=2)[CH2:13][CH2:12][CH2:11][CH2:10]1. (4) Given the reactants [Cl:1][C:2]1[CH:3]=[C:4]2[CH:10]=[C:9]([C:11]([NH:13][C@@H:14]([CH2:18][C:19]3[CH:24]=[CH:23][C:22]([F:25])=[CH:21][CH:20]=3)[C:15](O)=[O:16])=[O:12])[NH:8][C:5]2=[N:6][CH:7]=1.[OH:26][C@@H:27]1[CH2:31][CH2:30][NH:29][CH2:28]1.C1C=CC2N(O)N=NC=2C=1.CCN(C(C)C)C(C)C.CCN=C=NCCCN(C)C, predict the reaction product. The product is: [F:25][C:22]1[CH:21]=[CH:20][C:19]([CH2:18][C@H:14]([NH:13][C:11]([C:9]2[NH:8][C:5]3=[N:6][CH:7]=[C:2]([Cl:1])[CH:3]=[C:4]3[CH:10]=2)=[O:12])[C:15]([N:29]2[CH2:30][CH2:31][CH:27]([OH:26])[CH2:28]2)=[O:16])=[CH:24][CH:23]=1. (5) Given the reactants [Cl:1][C:2]1[CH:3]=[CH:4][C:5]([N+:10]([O-])=O)=[C:6]([O:8][CH3:9])[CH:7]=1.C([O-])([O-])=O.[Na+].[Na+].C(N(CC)CC)C.[C:26](Cl)(=[O:31])[C:27]([CH3:30])([CH3:29])[CH3:28], predict the reaction product. The product is: [Cl:1][C:2]1[CH:3]=[CH:4][C:5]([NH:10][C:26](=[O:31])[C:27]([CH3:30])([CH3:29])[CH3:28])=[C:6]([O:8][CH3:9])[CH:7]=1.